Dataset: Drug-target binding data from BindingDB using IC50 measurements. Task: Regression. Given a target protein amino acid sequence and a drug SMILES string, predict the binding affinity score between them. We predict pIC50 (pIC50 = -log10(IC50 in M); higher means more potent). Dataset: bindingdb_ic50. (1) The compound is Nc1ccc(CNC(=O)NCC(=O)N2CCCC2c2ccccc2Br)cc1. The target protein (Q13427) has sequence MGIKVQRPRCFFDIAINNQPAGRVVFELFSDVCPKTCENFRCLCTGEKGTGKSTQKPLHYKSCLFHRVVKDFMVQGGDFSEGNGRGGESIYGGFFEDESFAVKHNKEFLLSMANRGKDTNGSQFFITTKPTPHLDGHHVVFGQVISGQEVVREIENQKTDAASKPFAEVRILSCGELIPKSKVKKEEKKRHKSSSSSSSSSSDSDSSSDSQSSSDSSDSESATEEKSKKRKKKHRKNSRKHKKEKKKRKKSKKSASSESEAENLEAQPQSTVRPEEIPPIPENRFLMRKSPPKADEKERKNRERERERECNPPNSQPASYQRRLLVTRSGRKIKGRGPRRYRTPSRSRSRDRFRRSETPPHWRQEMQRAQRMRVSSGERWIKGDKSELNEIKENQRSPVRVKERKITDHRNVSESPNRKNEKEKKVKDHKSNSKERDIRRNSEKDDKYKNKVKKRAKSKSRSKSKEKSKSKERDSKHNRNEEKRMRSRSKGRDHENVKEK.... The pIC50 is 6.2. (2) The compound is O=C(c1ccc(C(=O)N2CCC(N3CCCC3)CC2)cc1)N1CCC(C2CCNCC2)CC1. The target protein (Q9BUL5) has sequence MLEAMAEPSPEDPPPTLKPETQPPEKRRRTIEDFNKFCSFVLAYAGYIPPSKEESDWPASGSSSPLRGESAADSDGWDSAPSDLRTIQTFVKKAKSSKRRAAQAGPTQPGPPRSTFSRLQAPDSATLLEKMKLKDSLFDLDGPKVASPLSPTSLTHTSRPPAALTPVPLSQGDLSHPPRKKDRKNRKLGPGAGAGFGVLRRPRPTPGDGEKRSRIKKSKKRKLKKAERGDRLPPPGPPQAPPSDTDSEEEEEEEEEEEEEEMATVVGGEAPVPVLPTPPEAPRPPATVHPEGVPPADSESKEVGSTETSQDGDASSSEGEMRVMDEDIMVESGDDSWDLITCYCRKPFAGRPMIECSLCGTWIHLSCAKIKKTNVPDFFYCQKCKELRPEARRLGGPPKSGEP. The pIC50 is 5.0.